Dataset: NCI-60 drug combinations with 297,098 pairs across 59 cell lines. Task: Regression. Given two drug SMILES strings and cell line genomic features, predict the synergy score measuring deviation from expected non-interaction effect. (1) Drug 1: C1=C(C(=O)NC(=O)N1)F. Drug 2: CCN(CC)CCNC(=O)C1=C(NC(=C1C)C=C2C3=C(C=CC(=C3)F)NC2=O)C. Cell line: NCI-H460. Synergy scores: CSS=49.5, Synergy_ZIP=3.24, Synergy_Bliss=0.815, Synergy_Loewe=2.60, Synergy_HSA=4.43. (2) Cell line: RPMI-8226. Drug 2: C(CC(=O)O)C(=O)CN.Cl. Synergy scores: CSS=30.1, Synergy_ZIP=-4.60, Synergy_Bliss=0.763, Synergy_Loewe=-0.176, Synergy_HSA=1.66. Drug 1: CN(C)N=NC1=C(NC=N1)C(=O)N. (3) Drug 1: CC1CCC2CC(C(=CC=CC=CC(CC(C(=O)C(C(C(=CC(C(=O)CC(OC(=O)C3CCCCN3C(=O)C(=O)C1(O2)O)C(C)CC4CCC(C(C4)OC)O)C)C)O)OC)C)C)C)OC. Drug 2: CC=C1C(=O)NC(C(=O)OC2CC(=O)NC(C(=O)NC(CSSCCC=C2)C(=O)N1)C(C)C)C(C)C. Cell line: NCIH23. Synergy scores: CSS=54.2, Synergy_ZIP=-2.88, Synergy_Bliss=-1.13, Synergy_Loewe=-25.7, Synergy_HSA=0.0399. (4) Drug 2: CC(C)(C#N)C1=CC(=CC(=C1)CN2C=NC=N2)C(C)(C)C#N. Synergy scores: CSS=15.1, Synergy_ZIP=-1.13, Synergy_Bliss=4.45, Synergy_Loewe=2.46, Synergy_HSA=2.93. Cell line: OVCAR-5. Drug 1: CS(=O)(=O)C1=CC(=C(C=C1)C(=O)NC2=CC(=C(C=C2)Cl)C3=CC=CC=N3)Cl. (5) Drug 1: C1=NC2=C(N=C(N=C2N1C3C(C(C(O3)CO)O)F)Cl)N. Drug 2: C1CCC(C(C1)N)N.C(=O)(C(=O)[O-])[O-].[Pt+4]. Cell line: RXF 393. Synergy scores: CSS=-1.37, Synergy_ZIP=1.48, Synergy_Bliss=-0.632, Synergy_Loewe=-0.993, Synergy_HSA=-4.11. (6) Drug 1: C1CN1C2=NC(=NC(=N2)N3CC3)N4CC4. Drug 2: C1CCC(C(C1)N)N.C(=O)(C(=O)[O-])[O-].[Pt+4]. Cell line: SNB-19. Synergy scores: CSS=35.6, Synergy_ZIP=3.36, Synergy_Bliss=5.48, Synergy_Loewe=-1.45, Synergy_HSA=8.15. (7) Drug 1: CCC1(C2=C(COC1=O)C(=O)N3CC4=CC5=C(C=CC(=C5CN(C)C)O)N=C4C3=C2)O.Cl. Drug 2: C1C(C(OC1N2C=NC(=NC2=O)N)CO)O. Cell line: HCT116. Synergy scores: CSS=46.4, Synergy_ZIP=4.93, Synergy_Bliss=5.77, Synergy_Loewe=2.61, Synergy_HSA=6.32.